Dataset: Forward reaction prediction with 1.9M reactions from USPTO patents (1976-2016). Task: Predict the product of the given reaction. Given the reactants Cl.Cl.[N:3]1([CH2:8][C:9]2[CH:14]=[CH:13][C:12]([NH2:15])=[CH:11][CH:10]=2)[CH2:7]CC[CH2:4]1.CNC, predict the reaction product. The product is: [CH3:7][N:3]([CH2:8][C:9]1[CH:14]=[CH:13][C:12]([NH2:15])=[CH:11][CH:10]=1)[CH3:4].